From a dataset of Peptide-MHC class I binding affinity with 185,985 pairs from IEDB/IMGT. Regression. Given a peptide amino acid sequence and an MHC pseudo amino acid sequence, predict their binding affinity value. This is MHC class I binding data. The binding affinity (normalized) is 0.489. The peptide sequence is YQAVVPLVY. The MHC is HLA-B58:01 with pseudo-sequence HLA-B58:01.